Dataset: Reaction yield outcomes from USPTO patents with 853,638 reactions. Task: Predict the reaction yield, written as a fraction of the theoretical maximum amount of product (1.0 means a 100% yield; for example, 0.34 means a 34% yield). (1) The reactants are [CH2:1]([C:19]([OH:62])([CH2:43][CH2:44][CH2:45][CH2:46][CH2:47][CH2:48][CH2:49][CH2:50][CH2:51]/[CH:52]=[CH:53]\[CH2:54]/[CH:55]=[CH:56]\[CH2:57][CH2:58][CH2:59][CH2:60]C)[CH:20]([O:24][CH2:25][CH2:26][CH2:27][CH2:28][CH2:29][CH2:30][CH2:31][CH2:32]/[CH:33]=[CH:34]\[CH2:35]/[CH:36]=[CH:37]\[CH2:38][CH2:39][CH2:40][CH2:41][CH3:42])[CH2:21][CH2:22]O)[CH2:2][CH2:3][CH2:4][CH2:5][CH2:6][CH2:7][CH2:8]/[CH:9]=[CH:10]\[CH2:11]/[CH:12]=[CH:13]\[CH2:14][CH2:15][CH2:16][CH2:17][CH3:18].Cl.[CH3:64][N:65]([CH3:72])[CH2:66][CH2:67][CH2:68][C:69]([OH:71])=[O:70].CCN=C=NCCCN(C)C.Cl.CCN(C(C)C)C(C)C. The catalyst is ClCCl.CN(C1C=CN=CC=1)C. The product is [CH3:64][N:65]([CH3:72])[CH2:66][CH2:67][CH2:68][C:69]([O:71][CH2:22][CH2:21][CH:20]([O:24][CH2:25][CH2:26][CH2:27][CH2:28][CH2:29][CH2:30][CH2:31][CH2:32]/[CH:33]=[CH:34]\[CH2:35]/[CH:36]=[CH:37]\[CH2:38][CH2:39][CH2:40][CH2:41][CH3:42])[C:19]([OH:62])([CH2:43][CH2:44][CH2:45][CH2:46][CH2:47][CH2:48][CH2:49][CH2:50]/[CH:51]=[CH:52]\[CH2:53]/[CH:54]=[CH:55]\[CH2:56][CH2:57][CH2:58][CH2:59][CH3:60])[CH2:1][CH2:2][CH2:3][CH2:4][CH2:5][CH2:6][CH2:7][CH2:8]/[CH:9]=[CH:10]\[CH2:11]/[CH:12]=[CH:13]\[CH2:14][CH2:15][CH2:16][CH2:17][CH3:18])=[O:70]. The yield is 0.750. (2) The reactants are [Si]([O:8][CH2:9][C@@H:10]([CH3:25])[CH2:11][N:12]1[C:17]2[CH:18]=[C:19]([O:22][CH3:23])[CH:20]=[CH:21][C:16]=2[O:15][CH2:14][C:13]1=[O:24])(C(C)(C)C)(C)C.O.[F-].C([N+](CCCC)(CCCC)CCCC)CCC. The catalyst is CCCCCCC.CCOC(C)=O. The product is [OH:8][CH2:9][C@@H:10]([CH3:25])[CH2:11][N:12]1[C:17]2[CH:18]=[C:19]([O:22][CH3:23])[CH:20]=[CH:21][C:16]=2[O:15][CH2:14][C:13]1=[O:24]. The yield is 1.00. (3) The reactants are P(Cl)(Cl)(Cl)=O.[Br:6][C:7]1[CH:8]=[C:9]2[C:13](=[CH:14][C:15]=1[Cl:16])[NH:12][CH:11]=[CH:10]2.[OH-].[Na+].O.CN([CH:23]=[O:24])C. The yield is 0.900. The product is [Br:6][C:7]1[CH:8]=[C:9]2[C:13](=[CH:14][C:15]=1[Cl:16])[NH:12][CH:11]=[C:10]2[CH:23]=[O:24]. No catalyst specified. (4) The reactants are [C:1]([C:5]1[CH:13]=[CH:12][CH:11]=[CH:10][C:6]=1[C:7]([OH:9])=O)([CH3:4])([CH3:3])[CH3:2].CN(C(ON1N=NC2C=CC=NC1=2)=[N+](C)C)C.F[P-](F)(F)(F)(F)F.CCN(C(C)C)C(C)C.[NH2:47][C@H:48]1[C:56]2[C:51](=[CH:52][CH:53]=[C:54]([C:57]([O:59][CH3:60])=[O:58])[CH:55]=2)[CH2:50][CH2:49]1. The catalyst is ClCCl. The product is [C:1]([C:5]1[CH:13]=[CH:12][CH:11]=[CH:10][C:6]=1[C:7]([NH:47][C@H:48]1[C:56]2[C:51](=[CH:52][CH:53]=[C:54]([C:57]([O:59][CH3:60])=[O:58])[CH:55]=2)[CH2:50][CH2:49]1)=[O:9])([CH3:2])([CH3:3])[CH3:4]. The yield is 0.570. (5) The reactants are [N+:1]([C:4]1[CH:11]=[C:10]([N+:12]([O-])=O)[CH:9]=[CH:8][C:5]=1[CH:6]=[O:7])([O-])=O.[N+](C1C([N+]([O-])=O)=C(C=CC=1)C=O)([O-])=O. The catalyst is C(O)(=O)C.C(OCC)(=O)C.O.[Fe]. The product is [NH2:1][C:4]1[CH:11]=[C:10]([NH2:12])[CH:9]=[CH:8][C:5]=1[CH:6]=[O:7]. The yield is 0.710. (6) The reactants are Cl[C:2]([O:4][C:5]1[CH:10]=[CH:9][C:8]([O:11][C:12]2[CH:17]=[CH:16][C:15]([C:18]([F:21])([F:20])[F:19])=[CH:14][N:13]=2)=[CH:7][CH:6]=1)=[O:3].[NH:22]1[C:26]([CH2:27][C:28]2[CH:40]=[CH:39][C:31]([O:32][CH:33]3[CH2:38][CH2:37][NH:36][CH2:35][CH2:34]3)=[CH:30][CH:29]=2)=[N:25][N:24]=[N:23]1. No catalyst specified. The product is [F:19][C:18]([F:21])([F:20])[C:15]1[CH:16]=[CH:17][C:12]([O:11][C:8]2[CH:9]=[CH:10][C:5]([O:4][C:2]([N:36]3[CH2:37][CH2:38][CH:33]([O:32][C:31]4[CH:30]=[CH:29][C:28]([CH2:27][C:26]5[NH:25][N:24]=[N:23][N:22]=5)=[CH:40][CH:39]=4)[CH2:34][CH2:35]3)=[O:3])=[CH:6][CH:7]=2)=[N:13][CH:14]=1. The yield is 0.0400. (7) The product is [CH2:3]([N:6]1[C@H:11]([CH3:12])[CH2:10][N:9]([C@H:13]([C:21]2[CH:22]=[C:23]([CH:26]=[CH:27][CH:28]=2)[C:24]([NH2:25])=[O:1])[C:14]2[CH:19]=[CH:18][CH:17]=[C:16]([OH:20])[CH:15]=2)[C@@H:8]([CH3:29])[CH2:7]1)[CH:4]=[CH2:5]. The reactants are [OH:1]O.[CH2:3]([N:6]1[C@H:11]([CH3:12])[CH2:10][N:9]([C@H:13]([C:21]2[CH:22]=[C:23]([CH:26]=[CH:27][CH:28]=2)[C:24]#[N:25])[C:14]2[CH:19]=[CH:18][CH:17]=[C:16]([OH:20])[CH:15]=2)[C@@H:8]([CH3:29])[CH2:7]1)[CH:4]=[CH2:5].[OH-].[Na+].Cl. The catalyst is C(O)C. The yield is 0.790.